Predict the product of the given reaction. From a dataset of Forward reaction prediction with 1.9M reactions from USPTO patents (1976-2016). (1) Given the reactants [Cl:1][C:2]1[CH:3]=[CH:4][C:5]2[O:9][C:8]([NH:10][CH2:11][C@@H:12]3[C@H:17]([CH3:18])[CH2:16][CH2:15][CH2:14][N:13]3[C:19]([O:21]CC=C)=O)=[N:7][C:6]=2[CH:25]=1.NC[C@@H]1[C@H](C)CCCN1C([C:37]1[CH:42]=[C:41]([CH3:43])[CH:40]=[CH:39][C:38]=1[N:44]1[CH:48]=[N:47][C:46]([C:49]([F:52])([F:51])[F:50])=[N:45]1)=O, predict the reaction product. The product is: [Cl:1][C:2]1[CH:3]=[CH:4][C:5]2[O:9][C:8]([NH:10][CH2:11][C@@H:12]3[C@H:17]([CH3:18])[CH2:16][CH2:15][CH2:14][N:13]3[C:19]([C:37]3[CH:42]=[C:41]([CH3:43])[CH:40]=[CH:39][C:38]=3[N:44]3[CH:48]=[N:47][C:46]([C:49]([F:51])([F:52])[F:50])=[N:45]3)=[O:21])=[N:7][C:6]=2[CH:25]=1. (2) Given the reactants [F:1][C:2]1[C:7]([F:8])=[CH:6][C:5]([C:9]2[CH:14]=[CH:13][C:12]([O:15][CH2:16][C:17]3[CH:18]=[C:19]([CH:22]=[CH:23][CH:24]=3)[CH:20]=[O:21])=[CH:11][CH:10]=2)=[C:4]([O:25][CH3:26])[CH:3]=1.[H-].[Al+3].[Li+].[H-].[H-].[H-].O, predict the reaction product. The product is: [F:1][C:2]1[C:7]([F:8])=[CH:6][C:5]([C:9]2[CH:10]=[CH:11][C:12]([O:15][CH2:16][C:17]3[CH:18]=[C:19]([CH2:20][OH:21])[CH:22]=[CH:23][CH:24]=3)=[CH:13][CH:14]=2)=[C:4]([O:25][CH3:26])[CH:3]=1. (3) The product is: [CH3:4][C:3]([CH3:6])([CH3:5])[C:2]([O-:8])=[O:7].[C:2]([O:8][CH2:9][CH2:10][N+:11]([CH3:12])([CH3:14])[CH3:13])(=[O:7])[C:3]([CH3:5])([CH3:6])[CH3:4]. Given the reactants [I-].[C:2]([O:8][CH2:9][CH2:10][N+:11]([CH3:14])([CH3:13])[CH3:12])(=[O:7])[C:3]([CH3:6])([CH3:5])[CH3:4], predict the reaction product. (4) Given the reactants [C:1]([O:5][C:6](=[O:26])[C:7]1[CH:12]=[CH:11][C:10]([CH2:13][N:14]2[CH:23]=[CH:22][C:21]3[C:16](=[CH:17][C:18](Br)=[CH:19][CH:20]=3)[C:15]2=[O:25])=[CH:9][CH:8]=1)([CH3:4])([CH3:3])[CH3:2].[CH2:27]([N:30]1C=[CH:33][N:32]=[CH:31]1)[C:28]#[CH:29].C([N:37](CC)CC)C, predict the reaction product. The product is: [C:1]([O:5][C:6](=[O:26])[C:7]1[CH:12]=[CH:11][C:10]([CH2:13][N:14]2[CH:23]=[CH:22][C:21]3[C:16](=[CH:17][C:18]([C:29]#[C:28][CH2:27][N:30]4[CH:31]=[N:32][CH:33]=[N:37]4)=[CH:19][CH:20]=3)[C:15]2=[O:25])=[CH:9][CH:8]=1)([CH3:4])([CH3:3])[CH3:2]. (5) The product is: [Cl:1][C:2]1[CH:29]=[CH:28][C:5]([CH2:6][N:7]2[C:15]3[C:10](=[CH:11][C:12](/[CH:16]=[C:17]4/[C:18](=[O:27])[N:19]([CH2:23][CH2:24][N:25]([CH3:26])[C:39](=[O:44])[C:40]([F:41])([F:42])[F:43])[C:20](=[O:22])[S:21]/4)=[CH:13][CH:14]=3)[CH:9]=[N:8]2)=[C:4]([C:30]([F:32])([F:31])[F:33])[CH:3]=1. Given the reactants [Cl:1][C:2]1[CH:29]=[CH:28][C:5]([CH2:6][N:7]2[C:15]3[C:10](=[CH:11][C:12]([CH:16]=[C:17]4[S:21][C:20](=[O:22])[N:19]([CH2:23][CH2:24][NH:25][CH3:26])[C:18]4=[O:27])=[CH:13][CH:14]=3)[CH:9]=[N:8]2)=[C:4]([C:30]([F:33])([F:32])[F:31])[CH:3]=1.[F:41][C:40]([F:43])([F:42])[C:39](O[C:39](=[O:44])[C:40]([F:43])([F:42])[F:41])=[O:44], predict the reaction product. (6) Given the reactants SCC[OH:4].CCCCCC[CH2:11][CH2:12][CH2:13][CH2:14][CH2:15][CH2:16][O:17]S([O-])(=O)=O.[Na+].C(O)[C:24]([NH2:29])([CH2:27]O)[CH2:25][OH:26].Cl, predict the reaction product. The product is: [NH2:29][C@H:24]([C:25]([OH:26])=[O:4])[CH2:27][C:13]1[CH:12]=[CH:11][C:16]([OH:17])=[CH:15][CH:14]=1. (7) Given the reactants [F:1][C:2]1[CH:3]=[C:4]([CH:17]=[C:18]([F:20])[CH:19]=1)[C:5]([O:7][C:8]12[CH2:14][C:11]([CH2:15][OH:16])([CH2:12][CH2:13]1)[CH2:10][CH2:9]2)=[O:6].CC(OI1(OC(C)=O)(OC(C)=O)OC(=O)C2C=CC=CC1=2)=O, predict the reaction product. The product is: [F:1][C:2]1[CH:3]=[C:4]([CH:17]=[C:18]([F:20])[CH:19]=1)[C:5]([O:7][C:8]12[CH2:14][C:11]([CH:15]=[O:16])([CH2:10][CH2:9]1)[CH2:12][CH2:13]2)=[O:6]. (8) Given the reactants [CH3:1][O:2][C:3]1[CH:8]=[CH:7][CH:6]=[C:5]([O:9][CH3:10])[C:4]=1[O:11][CH3:12].[Cl:13][S:14](O)(=[O:16])=[O:15].P(Cl)(Cl)(Cl)=O, predict the reaction product. The product is: [CH3:1][O:2][C:3]1[C:4]([O:11][CH3:12])=[C:5]([O:9][CH3:10])[CH:6]=[CH:7][C:8]=1[S:14]([Cl:13])(=[O:16])=[O:15]. (9) Given the reactants [Na].[CH:2]1[CH:3]=[CH:4][C:5]([OH:21])=[C:6]([C:8]([NH:10][CH2:11][CH2:12][CH2:13][CH2:14][CH2:15][CH2:16][CH2:17][C:18]([O-:20])=[O:19])=[O:9])[CH:7]=1.[Na+:22].Cl, predict the reaction product. The product is: [CH:2]1[CH:3]=[CH:4][C:5]([OH:21])=[C:6]([C:8]([NH:10][CH2:11][CH2:12][CH2:13][CH2:14][CH2:15][CH2:16][CH2:17][C:18]([O-:20])=[O:19])=[O:9])[CH:7]=1.[Na+:22]. (10) Given the reactants [C:1]([CH:4]1[CH2:7][N:6](C(OC(C)(C)C)=O)[CH2:5]1)(=O)[CH3:2].NC1NN=C(C2C=CC(OC3C=CC=CC=3)=CC=2)C=1C#N.NC1C=C(C2N3N=C(C4C=CC(OC5C=CC=CC=5)=CC=4)C(C#N)=C3N=CC=2)C=CC=1.ClCCC(NC1C=C(C2[N:84]3[N:85]=[C:86]([C:91]4[CH:96]=[CH:95][C:94]([O:97][C:98]5[CH:103]=[CH:102][CH:101]=[CH:100][CH:99]=5)=[CH:93][CH:92]=4)[C:87]([C:88]([NH2:90])=[O:89])=[C:83]3[NH:82][CH2:81]C2)C=CC=1)=O, predict the reaction product. The product is: [NH:6]1[CH2:5][CH:4]([CH:1]2[N:84]3[N:85]=[C:86]([C:91]4[CH:96]=[CH:95][C:94]([O:97][C:98]5[CH:103]=[CH:102][CH:101]=[CH:100][CH:99]=5)=[CH:93][CH:92]=4)[C:87]([C:88]([NH2:90])=[O:89])=[C:83]3[NH:82][CH2:81][CH2:2]2)[CH2:7]1.